This data is from In vitro SARS-CoV-2 activity screen of 1,480 approved drugs from Prestwick library. The task is: Binary Classification. Given a drug SMILES string, predict its activity (active/inactive) in a high-throughput screening assay against a specified biological target. (1) The molecule is CC1(C)S[C@@H]2[C@H](NC(=O)[C@@H](c3ccccc3)S(=O)(=O)O)C(=O)N2[C@H]1C(=O)O. The result is 0 (inactive). (2) The result is 0 (inactive). The compound is CCN[C@@H]1C[C@H](N)[C@@H](O[C@H]2OC(CN)=CC[C@H]2N)[C@H](O)[C@H]1O[C@H]1OC[C@](C)(O)[C@H](NC)[C@H]1O.CCN[C@@H]1C[C@H](N)[C@@H](O[C@H]2OC(CN)=CC[C@H]2N)[C@H](O)[C@H]1O[C@H]1OC[C@](C)(O)[C@H](NC)[C@H]1O.O=S(=O)(O)O.O=S(=O)(O)O.O=S(=O)(O)O.O=S(=O)(O)O.O=S(=O)(O)O. (3) The drug is Cl.Clc1ccc2nsnc2c1NC1=NCCN1. The result is 0 (inactive). (4) The drug is COc1ccccc1N1CCN(CCCNc2cc(=O)n(C)c(=O)n2C)CC1.Cl. The result is 0 (inactive). (5) The compound is CC(C)=C/C(C)=N/Nc1nncc2ccccc12. The result is 1 (active). (6) The drug is CC(=O)O[C@]1(C(C)=O)CC[C@H]2[C@@H]3C=C(Cl)C4=CC(=O)CC[C@]4(C)[C@H]3CC[C@@]21C. The result is 0 (inactive). (7) The drug is CN(C)[C@@H]1C(=O)C(C(N)=O)=C(O)[C@@]2(O)C(=O)C3=C(O)c4c(O)cccc4[C@@](C)(O)[C@H]3C[C@@H]12.Cl. The result is 0 (inactive). (8) The compound is CCOC(=O)OC(C)OC1=C(C(=O)Nc2ccccn2)N(C)S(=O)(=O)c2ccccc21. The result is 0 (inactive).